Dataset: Full USPTO retrosynthesis dataset with 1.9M reactions from patents (1976-2016). Task: Predict the reactants needed to synthesize the given product. (1) Given the product [Br:5][C:6]1[CH:7]=[C:8]2[C:29]([CH:12]=[CH:11][N:10]=[CH:9]2)=[CH:30][C:31]=1[Cl:32], predict the reactants needed to synthesize it. The reactants are: [Al+3].[Cl-].[Cl-].[Cl-].[Br:5][C:6]1[CH:7]=[C:8]([CH:29]=[CH:30][C:31]=1[Cl:32])[CH2:9][N:10](S(C1C=CC(C)=CC=1)(=O)=O)[CH2:11][CH:12](OCC)OCC. (2) Given the product [CH3:1][O:2][CH2:3][O:4][C@@H:5]1[CH2:18][C@@H:17]2[C@H:8]([C@H:9]3[C@H:14]([CH2:15][CH2:16]2)[CH2:13][C@:12]2([CH3:24])[C@@H:19]([C:22]#[N:23])[CH2:20][CH2:21][C@H:11]2[CH2:10]3)[CH2:7][CH2:6]1, predict the reactants needed to synthesize it. The reactants are: [CH3:1][O:2][CH2:3][O:4][C@@H:5]1[CH2:18][C@@H:17]2[C@H:8]([C@H:9]3[C@H:14]([CH2:15][CH2:16]2)[CH2:13][C@:12]2([CH3:24])[C:19]([C:22]#[N:23])=[CH:20][CH2:21][C@H:11]2[CH2:10]3)[CH2:7][CH2:6]1. (3) Given the product [CH2:13]([O:12][C:5](=[O:11])[C:6](=[O:8])[CH2:15][C:16]1[CH:21]=[CH:20][N:19]=[CH:18][C:17]=1[N+:22]([O-:24])=[O:23])[CH3:14], predict the reactants needed to synthesize it. The reactants are: [O-]CC.[K+].[C:5]([O:12][CH2:13][CH3:14])(=[O:11])[C:6]([O:8]CC)=O.[CH3:15][C:16]1[CH:21]=[CH:20][N:19]=[CH:18][C:17]=1[N+:22]([O-:24])=[O:23].